This data is from CYP2D6 inhibition data for predicting drug metabolism from PubChem BioAssay. The task is: Regression/Classification. Given a drug SMILES string, predict its absorption, distribution, metabolism, or excretion properties. Task type varies by dataset: regression for continuous measurements (e.g., permeability, clearance, half-life) or binary classification for categorical outcomes (e.g., BBB penetration, CYP inhibition). Dataset: cyp2d6_veith. (1) The compound is COc1cccc(Nc2ncc3nc(C)c(=O)n(CCC#N)c3n2)c1. The result is 0 (non-inhibitor). (2) The drug is COc1ccc(C(=O)[C@H](Br)[C@H](Br)C(=O)O)cc1. The result is 0 (non-inhibitor). (3) The molecule is C(=Nc1ccc2c(c1)Cc1ccccc1-2)c1ccccn1. The result is 0 (non-inhibitor). (4) The drug is CS(=O)(=O)Nc1cccc(-c2ccc3ncnc(N4CCNCC4)c3c2)c1. The result is 0 (non-inhibitor). (5) The drug is COc1cc2c(cc1OC)[C@]13CC[N@+]4(C)CC5=CCO[C@H]6CC(=O)N2[C@@H]1[C@@H]6[C@@H]5C[C@]34O. The result is 0 (non-inhibitor).